This data is from Full USPTO retrosynthesis dataset with 1.9M reactions from patents (1976-2016). The task is: Predict the reactants needed to synthesize the given product. (1) Given the product [OH:8][N:9]1[C:15](=[O:16])[N:14]2[CH2:17][C@H:10]1[CH2:11][CH2:12][C@H:13]2[C:18]([NH:20][O:21][CH2:22][C:23]1[N:24]=[CH:25][N:26]([C:28]([O:30][C:31]([CH3:34])([CH3:33])[CH3:32])=[O:29])[CH:27]=1)=[O:19], predict the reactants needed to synthesize it. The reactants are: C([O:8][N:9]1[C:15](=[O:16])[N:14]2[CH2:17][C@H:10]1[CH2:11][CH2:12][C@H:13]2[C:18]([NH:20][O:21][CH2:22][C:23]1[N:24]=[CH:25][N:26]([C:28]([O:30][C:31]([CH3:34])([CH3:33])[CH3:32])=[O:29])[CH:27]=1)=[O:19])C1C=CC=CC=1. (2) Given the product [CH2:1]([N:3]1[C:8]([CH2:9][O:10][S:20]([CH3:19])(=[O:22])=[O:21])=[CH:7][CH:6]=[CH:5][C:4]1=[O:11])[CH3:2], predict the reactants needed to synthesize it. The reactants are: [CH2:1]([N:3]1[C:8]([CH2:9][OH:10])=[CH:7][CH:6]=[CH:5][C:4]1=[O:11])[CH3:2].C(N(CC)CC)C.[CH3:19][S:20](Cl)(=[O:22])=[O:21].O. (3) Given the product [CH3:1][C:2]1[CH:10]=[CH:9][CH:8]=[C:7]([CH3:11])[C:3]=1[C:4]([O:12]/[N:13]=[C:14](\[NH2:23])/[C:15]1[CH:20]=[CH:19][CH:18]=[CH:17][C:16]=1[O:21][CH3:22])=[O:5], predict the reactants needed to synthesize it. The reactants are: [CH3:1][C:2]1[CH:10]=[CH:9][CH:8]=[C:7]([CH3:11])[C:3]=1[C:4](Cl)=[O:5].[OH:12]/[N:13]=[C:14](\[NH2:23])/[C:15]1[CH:20]=[CH:19][CH:18]=[CH:17][C:16]=1[O:21][CH3:22].C(Cl)Cl. (4) Given the product [C:18]([O:22][C:23]([C:25]1[CH:26]=[C:27]([CH:28]=[CH:29][CH:30]=1)[CH2:31][N:12]1[C:8]([CH3:7])=[CH:9][C:10]([C:13]([O:15][CH2:16][CH3:17])=[O:14])=[N:11]1)=[O:24])([CH3:21])([CH3:19])[CH3:20], predict the reactants needed to synthesize it. The reactants are: CC([O-])(C)C.[K+].[CH3:7][C:8]1[NH:12][N:11]=[C:10]([C:13]([O:15][CH2:16][CH3:17])=[O:14])[CH:9]=1.[C:18]([O:22][C:23]([C:25]1[CH:30]=[CH:29][CH:28]=[C:27]([CH2:31]Br)[CH:26]=1)=[O:24])([CH3:21])([CH3:20])[CH3:19].O.